Dataset: CYP1A2 inhibition data for predicting drug metabolism from PubChem BioAssay. Task: Regression/Classification. Given a drug SMILES string, predict its absorption, distribution, metabolism, or excretion properties. Task type varies by dataset: regression for continuous measurements (e.g., permeability, clearance, half-life) or binary classification for categorical outcomes (e.g., BBB penetration, CYP inhibition). Dataset: cyp1a2_veith. (1) The molecule is CCOC(=O)CC1C(=O)NCCN1S(=O)(=O)c1ccccc1Cl. The result is 0 (non-inhibitor). (2) The compound is C=CCn1c(O)c(C=NCCN(C)C)c(=O)[nH]c1=O. The result is 0 (non-inhibitor). (3) The drug is COC(=O)c1c(NC(=O)CC2Nc3ccccc3NC2=O)sc(C)c1C. The result is 1 (inhibitor). (4) The compound is FC(F)(F)c1ccccc1-c1nccc(-n2ccnc2)n1. The result is 1 (inhibitor). (5) The drug is COc1ccc(C(=O)NCc2ccc(-c3nc4ccccc4s3)cc2)cc1. The result is 1 (inhibitor). (6) The drug is COCCNC(=O)[C@H]1C[C@@H]1[C@H](NP(=O)(c1ccccc1)c1ccccc1)c1ccccc1. The result is 0 (non-inhibitor). (7) The drug is c1ccc2c(Nc3ccncc3)nc(-c3ccoc3)nc2c1. The result is 1 (inhibitor).